From a dataset of Peptide-MHC class I binding affinity with 185,985 pairs from IEDB/IMGT. Regression. Given a peptide amino acid sequence and an MHC pseudo amino acid sequence, predict their binding affinity value. This is MHC class I binding data. (1) The peptide sequence is ETIQKDINIT. The MHC is HLA-A02:03 with pseudo-sequence HLA-A02:03. The binding affinity (normalized) is 0.787. (2) The MHC is Mamu-B08 with pseudo-sequence Mamu-B08. The binding affinity (normalized) is 0.0388. The peptide sequence is RPSGDLRQR. (3) The binding affinity (normalized) is 0.898. The MHC is HLA-B35:01 with pseudo-sequence HLA-B35:01. The peptide sequence is FVHSGFIYF. (4) The peptide sequence is ATADLELAY. The MHC is HLA-A68:02 with pseudo-sequence HLA-A68:02. The binding affinity (normalized) is 0.0847. (5) The peptide sequence is LPLESCFGV. The MHC is HLA-A26:01 with pseudo-sequence HLA-A26:01. The binding affinity (normalized) is 0.0847. (6) The peptide sequence is RARYKKMLK. The MHC is HLA-A30:01 with pseudo-sequence HLA-A30:01. The binding affinity (normalized) is 0.996. (7) The peptide sequence is KIVTNILIY. The MHC is HLA-A26:01 with pseudo-sequence HLA-A26:01. The binding affinity (normalized) is 0.156. (8) The peptide sequence is SMEAEMIQL. The MHC is HLA-A02:03 with pseudo-sequence HLA-A02:03. The binding affinity (normalized) is 0.281. (9) The peptide sequence is SSRMYCSFY. The MHC is HLA-A24:02 with pseudo-sequence HLA-A24:02. The binding affinity (normalized) is 0.318. (10) The peptide sequence is AFEDLRLLSFI. The MHC is HLA-A01:01 with pseudo-sequence HLA-A01:01. The binding affinity (normalized) is 0.0328.